Dataset: Full USPTO retrosynthesis dataset with 1.9M reactions from patents (1976-2016). Task: Predict the reactants needed to synthesize the given product. (1) The reactants are: [CH2:1]([O:3][C:4]1[C:5]([F:25])=[C:6]([CH:22]=[CH:23][CH:24]=1)[O:7][C:8]1[CH2:12][N:11]([C@@H:13]([CH2:17][CH:18]([CH3:20])[CH3:19])[C:14]([OH:16])=O)[C:10](=[O:21])[CH:9]=1)[CH3:2].Cl.[OH:27][C@@H:28]([CH2:58]O)[CH2:29][N:30]1[CH:34]=[CH:33][C:32]([NH:35]C(=O)[C@@H](N2CC(OC3C=CC=C(Cl)C=3Cl)=CC2=O)CC(C)C)=[N:31]1.F[P-](F)(F)(F)(F)F.N1(O[P+](N(C)C)(N(C)C)N(C)C)C2C=CC=C[C:70]=2N=N1.C(N(CC)C(C)C)(C)C. Given the product [OH:27][C:28]([CH3:58])([CH3:70])[CH2:29][N:30]1[CH:34]=[CH:33][C:32]([NH:35][C:14](=[O:16])[C@@H:13]([N:11]2[CH2:12][C:8]([O:7][C:6]3[CH:22]=[CH:23][CH:24]=[C:4]([O:3][CH2:1][CH3:2])[C:5]=3[F:25])=[CH:9][C:10]2=[O:21])[CH2:17][CH:18]([CH3:20])[CH3:19])=[N:31]1, predict the reactants needed to synthesize it. (2) Given the product [C:4]([O:6][C:7]([CH3:10])([CH3:9])[CH3:8])(=[O:5])/[CH:3]=[CH:2]/[C:1]([O:12][C:13]([CH3:14])([CH3:16])[CH3:15])=[O:11].[C:17]([O:24][CH:25]([CH3:27])[CH3:26])(=[O:23])/[CH:18]=[CH:19]/[C:20]([O-:22])=[O:21].[C:28]([O:38][CH2:39][CH3:40])(=[O:37])[CH:29]=[CH:30][C:31]1[CH:32]=[CH:33][CH:34]=[CH:35][CH:36]=1, predict the reactants needed to synthesize it. The reactants are: [C:1]([O:12][C:13]([CH3:16])([CH3:15])[CH3:14])(=[O:11])/[CH:2]=[CH:3]/[C:4]([O:6][C:7]([CH3:10])([CH3:9])[CH3:8])=[O:5].[C:17]([O:24][CH:25]([CH3:27])[CH3:26])(=[O:23])/[CH:18]=[CH:19]/[C:20]([O-:22])=[O:21].[C:28]([O:38][CH2:39][CH3:40])(=[O:37])[CH:29]=[CH:30][C:31]1[CH:36]=[CH:35][CH:34]=[CH:33][CH:32]=1.C(OOC(C)(C)C)(=O)C(C)(C)C. (3) Given the product [Cl:40][C:24]1[C:25]([NH:27][C:28]2[CH:33]=[CH:32][CH:31]=[CH:30][C:29]=2[S:34]([N:3]([CH3:4])[CH3:2])(=[O:35])=[O:36])=[N:26][C:21]([NH:80][C:79]2[C:67]3[CH2:68][CH2:69][CH:70]([N:73]4[CH2:74][CH2:75][O:76][CH2:77][CH2:78]4)[CH2:71][CH2:72][C:66]=3[CH:65]=[CH:64][C:63]=2[O:62][CH3:61])=[N:22][CH:23]=1, predict the reactants needed to synthesize it. The reactants are: Cl[C:2]1N=C(N[C@@H]2[C@@H]3C[C@@H](C=C3)[C@@H]2C(N)=O)C(Cl)=[CH:4][N:3]=1.Cl[C:21]1[N:26]=[C:25]([NH:27][C:28]2[CH:33]=[CH:32][CH:31]=[CH:30][C:29]=2[S:34](C(C)C)(=[O:36])=[O:35])[C:24]([Cl:40])=[CH:23][N:22]=1.COC1C(N)=CC2CCC(N3CCOCC3)CCC=2C=1.[CH3:61][O:62][C:63]1[CH:64]=[CH:65][C:66]2[CH2:72][CH2:71][CH:70]([N:73]3[CH2:78][CH2:77][O:76][CH2:75][CH2:74]3)[CH2:69][CH2:68][C:67]=2[C:79]=1[NH2:80]. (4) Given the product [C:20]([N:17]1[CH2:18][CH2:19][N:14]([S:11]([C:8]2[S:7][C:6]([C:4]([OH:5])=[O:3])=[CH:10][CH:9]=2)(=[O:13])=[O:12])[CH:15]([CH3:28])[CH2:16]1)(=[O:27])[C:21]1[CH:26]=[CH:25][CH:24]=[CH:23][CH:22]=1, predict the reactants needed to synthesize it. The reactants are: C([O:3][C:4]([C:6]1[S:7][C:8]([S:11]([N:14]2[CH2:19][CH2:18][N:17]([C:20](=[O:27])[C:21]3[CH:26]=[CH:25][CH:24]=[CH:23][CH:22]=3)[CH2:16][CH:15]2[CH3:28])(=[O:13])=[O:12])=[CH:9][CH:10]=1)=[O:5])C.[OH-].[Na+].CO.O.Cl. (5) The reactants are: [CH:1]([N:4]1[CH2:9][CH2:8][CH:7]([O:10][C:11]2[CH:16]=[CH:15][C:14]([C:17]3([CH2:23][NH2:24])[CH2:22][CH2:21][O:20][CH2:19][CH2:18]3)=[CH:13][CH:12]=2)[CH2:6][CH2:5]1)([CH3:3])[CH3:2].C(N(CC)CC)C.[C:32](OC(=O)C)(=[O:34])[CH3:33]. Given the product [CH:1]([N:4]1[CH2:9][CH2:8][CH:7]([O:10][C:11]2[CH:16]=[CH:15][C:14]([C:17]3([CH2:23][NH:24][C:32](=[O:34])[CH3:33])[CH2:18][CH2:19][O:20][CH2:21][CH2:22]3)=[CH:13][CH:12]=2)[CH2:6][CH2:5]1)([CH3:3])[CH3:2], predict the reactants needed to synthesize it.